Task: Regression/Classification. Given a drug SMILES string, predict its absorption, distribution, metabolism, or excretion properties. Task type varies by dataset: regression for continuous measurements (e.g., permeability, clearance, half-life) or binary classification for categorical outcomes (e.g., BBB penetration, CYP inhibition). Dataset: cyp2c19_veith.. Dataset: CYP2C19 inhibition data for predicting drug metabolism from PubChem BioAssay (1) The molecule is O=C(CSc1nnc(COc2ccccc2)n1-c1ccccc1)c1ccccc1. The result is 1 (inhibitor). (2) The molecule is CC(=O)O[C@@H]1C(=O)[C@]2(C)[C@@H]([C@H](OC(=O)c3ccccc3)[C@@]3(O)C[C@H](OC(=O)[C@@H](O)[C@@H](NC(=O)c4ccccc4)c4ccccc4)C(C)=C1C3(C)C)[C@@]1(OC(C)=O)CO[C@@H]1C[C@H]2O. The result is 0 (non-inhibitor). (3) The compound is CC(C)[C@H]1C(=O)C(C(N)=O)=C(O)[C@]2(O)C(=O)C3=C(O)c4c(O)ccc(N(C)C)c4C[C@H]3C[C@@H]12. The result is 0 (non-inhibitor). (4) The molecule is CCN1C(=O)[C@H]2CC[C@H]3/C(=N\OCC(C)C)C[C@@H](O)[C@@H](O)[C@@H]3[C@@H]2C1=O. The result is 0 (non-inhibitor). (5) The result is 0 (non-inhibitor). The drug is CCC(CC)C(=O)Nc1c2cnn(-c3ccccc3)c2nc(=O)n1-c1ccccc1. (6) The drug is CCNc1ncc2nc(-c3cc(F)cc(F)c3)c(=O)n(-c3ccc(OC)cc3)c2n1. The result is 0 (non-inhibitor). (7) The molecule is O=c1[nH]c(SCc2ccccc2[N+](=O)[O-])nc2nc[nH]c12. The result is 0 (non-inhibitor).